From a dataset of Reaction yield outcomes from USPTO patents with 853,638 reactions. Predict the reaction yield, written as a fraction of the theoretical maximum amount of product (1.0 means a 100% yield; for example, 0.34 means a 34% yield). The product is [Cl:33][C:34]1[CH:39]=[C:38]([N:19]2[C:20]3[C:16](=[CH:15][C:14]([C:12]([N:9]4[CH2:8][CH2:7][N:6]([CH:1]5[CH2:5][CH2:4][CH2:3][CH2:2]5)[CH2:11][CH2:10]4)=[O:13])=[CH:22][CH:21]=3)[CH:17]=[C:18]2[C:23]([N:25]2[CH2:26][CH2:27][C:28]([F:31])([F:32])[CH2:29][CH2:30]2)=[O:24])[CH:37]=[CH:36][CH:35]=1. The yield is 0.760. The reactants are [CH:1]1([N:6]2[CH2:11][CH2:10][N:9]([C:12]([C:14]3[CH:15]=[C:16]4[C:20](=[CH:21][CH:22]=3)[NH:19][C:18]([C:23]([N:25]3[CH2:30][CH2:29][C:28]([F:32])([F:31])[CH2:27][CH2:26]3)=[O:24])=[CH:17]4)=[O:13])[CH2:8][CH2:7]2)[CH2:5][CH2:4][CH2:3][CH2:2]1.[Cl:33][C:34]1[CH:35]=[C:36](B(O)O)[CH:37]=[CH:38][CH:39]=1.N1C=CC=CC=1. The catalyst is ClCCl.C([O-])(=O)C.[Cu+2].C([O-])(=O)C.